Dataset: NCI-60 drug combinations with 297,098 pairs across 59 cell lines. Task: Regression. Given two drug SMILES strings and cell line genomic features, predict the synergy score measuring deviation from expected non-interaction effect. (1) Drug 1: C1CCC(C1)C(CC#N)N2C=C(C=N2)C3=C4C=CNC4=NC=N3. Drug 2: CC(C1=C(C=CC(=C1Cl)F)Cl)OC2=C(N=CC(=C2)C3=CN(N=C3)C4CCNCC4)N. Cell line: MALME-3M. Synergy scores: CSS=11.8, Synergy_ZIP=0.467, Synergy_Bliss=6.52, Synergy_Loewe=3.10, Synergy_HSA=4.48. (2) Drug 1: C1=NC2=C(N1)C(=S)N=C(N2)N. Drug 2: CS(=O)(=O)OCCCCOS(=O)(=O)C. Cell line: CCRF-CEM. Synergy scores: CSS=61.3, Synergy_ZIP=0.699, Synergy_Bliss=0.654, Synergy_Loewe=-9.18, Synergy_HSA=4.06. (3) Drug 1: C1CN1P(=S)(N2CC2)N3CC3. Synergy scores: CSS=4.12, Synergy_ZIP=-3.73, Synergy_Bliss=-5.08, Synergy_Loewe=-2.72, Synergy_HSA=-2.61. Cell line: RXF 393. Drug 2: C1=CN(C=N1)CC(O)(P(=O)(O)O)P(=O)(O)O. (4) Drug 1: C1CN1C2=NC(=NC(=N2)N3CC3)N4CC4. Drug 2: C1C(C(OC1N2C=NC3=C2NC=NCC3O)CO)O. Cell line: IGROV1. Synergy scores: CSS=14.5, Synergy_ZIP=-6.00, Synergy_Bliss=1.60, Synergy_Loewe=-0.683, Synergy_HSA=1.93. (5) Drug 1: CC1C(C(=O)NC(C(=O)N2CCCC2C(=O)N(CC(=O)N(C(C(=O)O1)C(C)C)C)C)C(C)C)NC(=O)C3=C4C(=C(C=C3)C)OC5=C(C(=O)C(=C(C5=N4)C(=O)NC6C(OC(=O)C(N(C(=O)CN(C(=O)C7CCCN7C(=O)C(NC6=O)C(C)C)C)C)C(C)C)C)N)C. Drug 2: CC1CCCC2(C(O2)CC(NC(=O)CC(C(C(=O)C(C1O)C)(C)C)O)C(=CC3=CSC(=N3)C)C)C. Cell line: MCF7. Synergy scores: CSS=20.5, Synergy_ZIP=-6.01, Synergy_Bliss=-7.23, Synergy_Loewe=-7.72, Synergy_HSA=-3.90.